This data is from NCI-60 drug combinations with 297,098 pairs across 59 cell lines. The task is: Regression. Given two drug SMILES strings and cell line genomic features, predict the synergy score measuring deviation from expected non-interaction effect. (1) Drug 2: C1CCC(CC1)NC(=O)N(CCCl)N=O. Synergy scores: CSS=19.0, Synergy_ZIP=-3.01, Synergy_Bliss=-4.79, Synergy_Loewe=-21.2, Synergy_HSA=-1.47. Drug 1: CCC1=CC2CC(C3=C(CN(C2)C1)C4=CC=CC=C4N3)(C5=C(C=C6C(=C5)C78CCN9C7C(C=CC9)(C(C(C8N6C)(C(=O)OC)O)OC(=O)C)CC)OC)C(=O)OC.C(C(C(=O)O)O)(C(=O)O)O. Cell line: SNB-19. (2) Synergy scores: CSS=35.7, Synergy_ZIP=-4.13, Synergy_Bliss=0.993, Synergy_Loewe=-0.0732, Synergy_HSA=1.69. Cell line: UACC62. Drug 1: CCC1(CC2CC(C3=C(CCN(C2)C1)C4=CC=CC=C4N3)(C5=C(C=C6C(=C5)C78CCN9C7C(C=CC9)(C(C(C8N6C=O)(C(=O)OC)O)OC(=O)C)CC)OC)C(=O)OC)O.OS(=O)(=O)O. Drug 2: CC1C(C(CC(O1)OC2CC(CC3=C2C(=C4C(=C3O)C(=O)C5=C(C4=O)C(=CC=C5)OC)O)(C(=O)CO)O)N)O.Cl. (3) Drug 1: CC1=CC2C(CCC3(C2CCC3(C(=O)C)OC(=O)C)C)C4(C1=CC(=O)CC4)C. Drug 2: CC1C(C(CC(O1)OC2CC(CC3=C2C(=C4C(=C3O)C(=O)C5=C(C4=O)C(=CC=C5)OC)O)(C(=O)CO)O)N)O.Cl. Cell line: RPMI-8226. Synergy scores: CSS=54.2, Synergy_ZIP=-0.0652, Synergy_Bliss=1.73, Synergy_Loewe=4.98, Synergy_HSA=6.08. (4) Drug 1: CC(C1=C(C=CC(=C1Cl)F)Cl)OC2=C(N=CC(=C2)C3=CN(N=C3)C4CCNCC4)N. Drug 2: CN1CCC(CC1)COC2=C(C=C3C(=C2)N=CN=C3NC4=C(C=C(C=C4)Br)F)OC. Cell line: SF-268. Synergy scores: CSS=1.29, Synergy_ZIP=3.12, Synergy_Bliss=4.68, Synergy_Loewe=-2.24, Synergy_HSA=0.112. (5) Drug 1: CCCS(=O)(=O)NC1=C(C(=C(C=C1)F)C(=O)C2=CNC3=C2C=C(C=N3)C4=CC=C(C=C4)Cl)F. Drug 2: CC1=C(C=C(C=C1)NC(=O)C2=CC=C(C=C2)CN3CCN(CC3)C)NC4=NC=CC(=N4)C5=CN=CC=C5. Cell line: OVCAR-5. Synergy scores: CSS=9.57, Synergy_ZIP=5.88, Synergy_Bliss=8.21, Synergy_Loewe=0.0348, Synergy_HSA=1.95. (6) Drug 1: CC1=C(C(CCC1)(C)C)C=CC(=CC=CC(=CC(=O)O)C)C. Drug 2: C(CCl)NC(=O)N(CCCl)N=O. Cell line: NCI-H322M. Synergy scores: CSS=-0.414, Synergy_ZIP=-0.355, Synergy_Bliss=-2.51, Synergy_Loewe=-4.11, Synergy_HSA=-5.60. (7) Drug 1: CN1CCC(CC1)COC2=C(C=C3C(=C2)N=CN=C3NC4=C(C=C(C=C4)Br)F)OC. Drug 2: CC1C(C(CC(O1)OC2CC(CC3=C2C(=C4C(=C3O)C(=O)C5=C(C4=O)C(=CC=C5)OC)O)(C(=O)CO)O)N)O.Cl. Cell line: A498. Synergy scores: CSS=72.7, Synergy_ZIP=15.0, Synergy_Bliss=14.6, Synergy_Loewe=11.3, Synergy_HSA=18.1. (8) Synergy scores: CSS=28.9, Synergy_ZIP=2.83, Synergy_Bliss=1.39, Synergy_Loewe=-12.4, Synergy_HSA=0.659. Drug 1: C1CCN(CC1)CCOC2=CC=C(C=C2)C(=O)C3=C(SC4=C3C=CC(=C4)O)C5=CC=C(C=C5)O. Drug 2: C1=CN(C(=O)N=C1N)C2C(C(C(O2)CO)O)O.Cl. Cell line: PC-3. (9) Drug 1: CCC1=C2CN3C(=CC4=C(C3=O)COC(=O)C4(CC)O)C2=NC5=C1C=C(C=C5)O. Drug 2: C1C(C(OC1N2C=NC3=C2NC=NCC3O)CO)O. Cell line: NCI-H522. Synergy scores: CSS=43.7, Synergy_ZIP=2.12, Synergy_Bliss=1.97, Synergy_Loewe=-59.7, Synergy_HSA=0.796. (10) Drug 1: C1CCC(C1)C(CC#N)N2C=C(C=N2)C3=C4C=CNC4=NC=N3. Drug 2: CCN(CC)CCCC(C)NC1=C2C=C(C=CC2=NC3=C1C=CC(=C3)Cl)OC. Cell line: UO-31. Synergy scores: CSS=26.3, Synergy_ZIP=-0.977, Synergy_Bliss=5.29, Synergy_Loewe=5.17, Synergy_HSA=6.16.